Dataset: Reaction yield outcomes from USPTO patents with 853,638 reactions. Task: Predict the reaction yield, written as a fraction of the theoretical maximum amount of product (1.0 means a 100% yield; for example, 0.34 means a 34% yield). (1) The reactants are C([O:8][C:9]1[CH:28]=[CH:27][C:12]([CH2:13][C:14]2[CH:18]=[C:17]([C:19]3[C:20]([NH2:26])=[N:21][C:22]([NH2:25])=[CH:23][CH:24]=3)[O:16][N:15]=2)=[CH:11][CH:10]=1)C1C=CC=CC=1.C1(SC)C=CC=CC=1.C(=O)([O-])O.[Na+]. The catalyst is FC(F)(F)C(O)=O. The product is [NH2:26][C:20]1[C:19]([C:17]2[O:16][N:15]=[C:14]([CH2:13][C:12]3[CH:27]=[CH:28][C:9]([OH:8])=[CH:10][CH:11]=3)[CH:18]=2)=[CH:24][CH:23]=[C:22]([NH2:25])[N:21]=1. The yield is 0.950. (2) The yield is 0.480. The product is [Cl:12][C:13]1[CH:18]=[C:17]([F:19])[C:16]([C:20]2[C:29]3[C:24](=[CH:25][C:26]([N:30]4[CH2:35][CH2:34][O:33][CH2:32][CH2:31]4)=[CH:27][CH:28]=3)[N:23]=[CH:22][N:21]=2)=[CH:15][C:14]=1[C:36]([C:38]1[N:39]=[N:40][C:41]([O:44][CH3:45])=[CH:42][CH:43]=1)([OH:37])[C:5]#[CH:6]. The reactants are C[Si]([C:5]#[CH:6])(C)C.C([Li])CCC.[Cl:12][C:13]1[CH:18]=[C:17]([F:19])[C:16]([C:20]2[C:29]3[C:24](=[CH:25][C:26]([N:30]4[CH2:35][CH2:34][O:33][CH2:32][CH2:31]4)=[CH:27][CH:28]=3)[N:23]=[CH:22][N:21]=2)=[CH:15][C:14]=1[C:36]([C:38]1[N:39]=[N:40][C:41]([O:44][CH3:45])=[CH:42][CH:43]=1)=[O:37].O.O.O.[F-].C([N+](CCCC)(CCCC)CCCC)CCC. The catalyst is O1CCCC1.O. (3) The reactants are [CH:1]1(P(C2CCCCC2)C2CCCCC2)[CH2:6]CCC[CH2:2]1.[C:20]([O-:23])(=O)[CH3:21].[K+].[O:25]1CCO[BH:26]1.Br[C:31]1[CH:36]=[CH:35][C:34]([C:37]([OH:46])([C:42]([F:45])([F:44])[F:43])[C:38]([F:41])([F:40])[F:39])=[CH:33][CH:32]=1.O1CCOC[CH2:48]1. The catalyst is C1C=CC(/C=C/C(/C=C/C2C=CC=CC=2)=O)=CC=1.C1C=CC(/C=C/C(/C=C/C2C=CC=CC=2)=O)=CC=1.[Pd]. The product is [F:39][C:38]([F:41])([F:40])[C:37]([C:34]1[CH:35]=[CH:36][C:31]([B:26]2[O:25][C:1]([CH3:6])([CH3:2])[C:20]([CH3:21])([CH3:48])[O:23]2)=[CH:32][CH:33]=1)([OH:46])[C:42]([F:45])([F:44])[F:43]. The yield is 0.380. (4) The reactants are [F:1][C:2]1[C:15]([NH:16][CH2:17][C:18]2[CH:23]=[C:22]([O:24]C)[CH:21]=[C:20]([C:26]3[CH:31]=[CH:30][CH:29]=[C:28]([F:32])[CH:27]=3)[CH:19]=2)=[C:14]([F:33])[CH:13]=[CH:12][C:3]=1[O:4][CH2:5][C:6]([O:8][CH:9]([CH3:11])[CH3:10])=[O:7].[Al+3].[Cl-].[Cl-].[Cl-].C(S)C.C([O-])(O)=O.[Na+]. The catalyst is C(Cl)Cl. The product is [F:1][C:2]1[C:15]([NH:16][CH2:17][C:18]2[CH:23]=[C:22]([OH:24])[CH:21]=[C:20]([C:26]3[CH:31]=[CH:30][CH:29]=[C:28]([F:32])[CH:27]=3)[CH:19]=2)=[C:14]([F:33])[CH:13]=[CH:12][C:3]=1[O:4][CH2:5][C:6]([O:8][CH:9]([CH3:10])[CH3:11])=[O:7]. The yield is 0.740.